This data is from Catalyst prediction with 721,799 reactions and 888 catalyst types from USPTO. The task is: Predict which catalyst facilitates the given reaction. (1) Reactant: [OH-].[K+].[NH:3]1[C:11]2[C:6](=[CH:7][CH:8]=[C:9]([CH2:12][N:13]3[CH2:16][C:15](=[CH:17][C:18]4[CH:27]=[CH:26][C:21]([C:22]([O:24]C)=[O:23])=[CH:20][C:19]=4[Cl:28])[CH2:14]3)[CH:10]=2)[CH:5]=[CH:4]1. The catalyst class is: 5. Product: [NH:3]1[C:11]2[C:6](=[CH:7][CH:8]=[C:9]([CH2:12][N:13]3[CH2:14][C:15](=[CH:17][C:18]4[CH:27]=[CH:26][C:21]([C:22]([OH:24])=[O:23])=[CH:20][C:19]=4[Cl:28])[CH2:16]3)[CH:10]=2)[CH:5]=[CH:4]1. (2) Reactant: Br[C:2]1[C:11]2[C:6](=[CH:7][CH:8]=[CH:9][CH:10]=2)[C:5](=[O:12])[O:4][C:3]=1[CH2:13][OH:14].[F:15][C:16]1[CH:17]=[C:18](B(O)O)[CH:19]=[CH:20][CH:21]=1.C([O-])([O-])=O.[Cs+].[Cs+]. The catalyst class is: 73. Product: [F:15][C:16]1[CH:21]=[C:20]([C:2]2[C:11]3[C:6](=[CH:7][CH:8]=[CH:9][CH:10]=3)[C:5](=[O:12])[O:4][C:3]=2[CH2:13][OH:14])[CH:19]=[CH:18][CH:17]=1.